From a dataset of NCI-60 drug combinations with 297,098 pairs across 59 cell lines. Regression. Given two drug SMILES strings and cell line genomic features, predict the synergy score measuring deviation from expected non-interaction effect. (1) Drug 1: CC12CCC3C(C1CCC2=O)CC(=C)C4=CC(=O)C=CC34C. Synergy scores: CSS=19.6, Synergy_ZIP=-3.80, Synergy_Bliss=-2.21, Synergy_Loewe=-14.5, Synergy_HSA=-0.257. Drug 2: C1=NC2=C(N1)C(=S)N=C(N2)N. Cell line: BT-549. (2) Drug 1: C1=NC2=C(N=C(N=C2N1C3C(C(C(O3)CO)O)O)F)N. Drug 2: CC1C(C(CC(O1)OC2CC(OC(C2O)C)OC3=CC4=CC5=C(C(=O)C(C(C5)C(C(=O)C(C(C)O)O)OC)OC6CC(C(C(O6)C)O)OC7CC(C(C(O7)C)O)OC8CC(C(C(O8)C)O)(C)O)C(=C4C(=C3C)O)O)O)O. Cell line: MOLT-4. Synergy scores: CSS=62.9, Synergy_ZIP=1.31, Synergy_Bliss=0.925, Synergy_Loewe=-4.86, Synergy_HSA=-1.34.